Task: Predict the reactants needed to synthesize the given product.. Dataset: Full USPTO retrosynthesis dataset with 1.9M reactions from patents (1976-2016) (1) The reactants are: [C:1]12([CH2:11][NH:12][C:13](=[O:29])[C:14]3[CH:19]=[C:18]([N:20]4[C:25](=[O:26])[NH:24][C:23](=[O:27])[CH:22]=[N:21]4)[CH:17]=[CH:16][C:15]=3[Cl:28])[CH2:10][CH:5]3[CH2:6][CH:7]([CH2:9][CH:3]([CH2:4]3)[CH2:2]1)[CH2:8]2.CO.[CH3:32][Si](C=[N+]=[N-])(C)C. Given the product [C:1]12([CH2:11][NH:12][C:13](=[O:29])[C:14]3[CH:19]=[C:18]([N:20]4[C:25](=[O:26])[N:24]([CH3:32])[C:23](=[O:27])[CH:22]=[N:21]4)[CH:17]=[CH:16][C:15]=3[Cl:28])[CH2:10][CH:5]3[CH2:4][CH:3]([CH2:9][CH:7]([CH2:6]3)[CH2:8]1)[CH2:2]2, predict the reactants needed to synthesize it. (2) Given the product [CH3:1][O:2][C:3]1[CH:4]=[C:5]([CH:9]=[CH:10][C:11]=1[C:12]1[N:13]=[N:14][C:15]([N:18]([CH3:29])[CH:19]2[CH2:20][C:21]([CH3:27])([CH3:28])[NH:22][C:23]([CH3:25])([CH3:26])[CH2:24]2)=[CH:16][CH:17]=1)[C:6]([NH:33][CH2:30][C:31]#[CH:32])=[O:7], predict the reactants needed to synthesize it. The reactants are: [CH3:1][O:2][C:3]1[CH:4]=[C:5]([CH:9]=[CH:10][C:11]=1[C:12]1[N:13]=[N:14][C:15]([N:18]([CH3:29])[CH:19]2[CH2:24][C:23]([CH3:26])([CH3:25])[NH:22][C:21]([CH3:28])([CH3:27])[CH2:20]2)=[CH:16][CH:17]=1)[C:6](O)=[O:7].[CH2:30]([NH2:33])[C:31]#[CH:32].CCN(C(C)C)C(C)C.CN(C(ON1N=NC2C=CC=NC1=2)=[N+](C)C)C.F[P-](F)(F)(F)(F)F. (3) Given the product [F:14][C:15]1[C:35]([F:36])=[CH:34][CH:33]=[CH:32][C:16]=1[CH2:17][N:18]1[C:22]2=[N:23][C:24]([CH3:27])=[CH:25][CH:26]=[C:21]2[C:20]([C:28]2[N:29]=[N:30][C:7]([C:2]([CH3:13])([CH3:1])[C:3]([O:5][CH3:6])=[O:4])=[C:8]([OH:9])[N:31]=2)=[N:19]1, predict the reactants needed to synthesize it. The reactants are: [CH3:1][C:2]([CH3:13])([C:7](=O)[C:8](OC)=[O:9])[C:3]([O:5][CH3:6])=[O:4].[F:14][C:15]1[C:35]([F:36])=[CH:34][CH:33]=[CH:32][C:16]=1[CH2:17][N:18]1[C:22]2=[N:23][C:24]([CH3:27])=[CH:25][CH:26]=[C:21]2[C:20]([C:28](=[NH:31])[NH:29][NH2:30])=[N:19]1.